Predict which catalyst facilitates the given reaction. From a dataset of Catalyst prediction with 721,799 reactions and 888 catalyst types from USPTO. (1) Reactant: [CH3:1]/[C:2](=[CH:5]\[C:6]1[CH:11]=[CH:10][CH:9]=[CH:8][CH:7]=1)/[CH:3]=[O:4].C(O[CH2:16][CH:17]=[CH2:18])(=O)C.O.CCN(CC)CC.CC1C(C)=C(C)C(C)=C(C)C=1C. Product: [CH3:1]/[C:2](/[CH:3]([OH:4])[CH2:18][CH:17]=[CH2:16])=[CH:5]\[C:6]1[CH:11]=[CH:10][CH:9]=[CH:8][CH:7]=1. The catalyst class is: 12. (2) Reactant: Br[C:2]1[CH:11]=[CH:10][CH:9]=[C:8]([Br:12])[C:3]=1[C:4]([O:6][CH3:7])=[O:5].[C:13]1(B(O)O)[CH:18]=[CH:17][CH:16]=[CH:15][CH:14]=1.C(=O)([O-])[O-].[Na+].[Na+]. Product: [Br:12][C:8]1[CH:9]=[CH:10][CH:11]=[C:2]([C:13]2[CH:18]=[CH:17][CH:16]=[CH:15][CH:14]=2)[C:3]=1[C:4]([O:6][CH3:7])=[O:5]. The catalyst class is: 206.